From a dataset of Reaction yield outcomes from USPTO patents with 853,638 reactions. Predict the reaction yield, written as a fraction of the theoretical maximum amount of product (1.0 means a 100% yield; for example, 0.34 means a 34% yield). (1) The reactants are [F:1][C:2]([F:13])([F:12])[O:3][C:4]1[CH:11]=[CH:10][C:7]([CH:8]=O)=[CH:6][CH:5]=1.[CH3:14][C@H:15]1[CH2:20][NH:19][CH2:18][C@@H:17]([CH3:21])[NH:16]1.C(O[BH-](OC(=O)C)OC(=O)C)(=O)C.[Na+]. The catalyst is C(Cl)Cl. The product is [CH3:14][C@H:15]1[NH:16][C@@H:17]([CH3:21])[CH2:18][N:19]([CH2:8][C:7]2[CH:10]=[CH:11][C:4]([O:3][C:2]([F:13])([F:12])[F:1])=[CH:5][CH:6]=2)[CH2:20]1. The yield is 0.800. (2) The catalyst is CN(C=O)C.O. The yield is 0.450. The reactants are [Cl:1][C:2]1[CH:7]=[CH:6][C:5]([S:8][CH2:9][C:10]2[CH:18]=[CH:17][CH:16]=[CH:15][C:11]=2[C:12](O)=[O:13])=[C:4]([NH:19][S:20]([C:23]2[CH:28]=[CH:27][C:26]([Cl:29])=[C:25]([C:30]([F:33])([F:32])[F:31])[CH:24]=2)(=[O:22])=[O:21])[CH:3]=1.C1C=CC2N(O)N=[N:40]C=2C=1.C(Cl)CCl.N.O. The product is [Cl:1][C:2]1[CH:7]=[CH:6][C:5]([S:8][CH2:9][C:10]2[CH:18]=[CH:17][CH:16]=[CH:15][C:11]=2[C:12]([NH2:40])=[O:13])=[C:4]([NH:19][S:20]([C:23]2[CH:28]=[CH:27][C:26]([Cl:29])=[C:25]([C:30]([F:33])([F:32])[F:31])[CH:24]=2)(=[O:22])=[O:21])[CH:3]=1. (3) The yield is 0.670. The catalyst is C(#N)C. The reactants are N12CCCN=C1CCCCC2.Cl.[NH2:13][CH2:14][C:15]1[CH:23]=[CH:22][CH:21]=[C:20]2[C:16]=1[CH2:17][N:18]([CH:25]1[CH2:30][CH2:29][C:28](=[O:31])[NH:27][C:26]1=[O:32])[C:19]2=[O:24].[CH3:33][CH2:34][CH2:35][C:36](Cl)=[O:37]. The product is [O:32]=[C:26]1[CH:25]([N:18]2[CH2:17][C:16]3[C:20](=[CH:21][CH:22]=[CH:23][C:15]=3[CH2:14][NH:13][C:36](=[O:37])[CH2:35][CH2:34][CH3:33])[C:19]2=[O:24])[CH2:30][CH2:29][C:28](=[O:31])[NH:27]1. (4) The catalyst is C(#N)C.ClCCl. The product is [O:1]1[C:5]2[CH:6]=[CH:7][C:8]([C:10]3([C:13]([NH:15][C:16]4[CH:21]=[CH:20][C:19]([CH2:22][C:30]#[N:33])=[C:18]([Br:24])[CH:17]=4)=[O:14])[CH2:12][CH2:11]3)=[CH:9][C:4]=2[O:3][CH2:2]1. The reactants are [O:1]1[C:5]2[CH:6]=[CH:7][C:8]([C:10]3([C:13]([NH:15][C:16]4[CH:21]=[CH:20][C:19]([CH2:22]O)=[C:18]([Br:24])[CH:17]=4)=[O:14])[CH2:12][CH2:11]3)=[CH:9][C:4]=2[O:3][CH2:2]1.CS(Cl)(=O)=O.[CH:30]([N:33](CC)C(C)C)(C)C.[C-]#N.[K+]. The yield is 0.460. (5) The yield is 0.870. The catalyst is CO. The product is [NH2:17][C:16]1[NH:18][C:4](=[O:3])[CH:5]=[C:6]([CH:8]2[CH2:12][CH2:11][CH2:10][CH2:9]2)[N:15]=1. The reactants are C([O:3][C:4](=O)[CH2:5][C:6]([CH:8]1[CH2:12][CH2:11][CH2:10][CH2:9]1)=O)C.Cl.[NH2:15][C:16]([NH2:18])=[NH:17].CC(C)([O-])C.[K+]. (6) The reactants are [CH2:1]([O:8][CH2:9][CH2:10][NH:11][C:12]1[CH:17]=[CH:16][CH:15]=[CH:14][CH:13]=1)[C:2]1[CH:7]=[CH:6][CH:5]=[CH:4][CH:3]=1.[CH2:18]([O:20][C:21]([C:23]1[CH2:28][CH2:27][CH2:26][CH:25](Br)[C:24]=1O)=[O:22])[CH3:19]. The catalyst is CC(O)C.[Cl-].[Zn+2].[Cl-]. The product is [CH2:18]([O:20][C:21]([CH:23]1[C:24]2[C:17]3[C:12](=[CH:13][CH:14]=[CH:15][CH:16]=3)[N:11]([CH2:10][CH2:9][O:8][CH2:1][C:2]3[CH:7]=[CH:6][CH:5]=[CH:4][CH:3]=3)[C:25]=2[CH2:26][CH2:27][CH2:28]1)=[O:22])[CH3:19]. The yield is 0.720. (7) The reactants are [CH2:1]([O:3][C:4]1[C:5]([O:19][CH2:20][C:21]2[CH:26]=[CH:25][C:24]([O:27][CH3:28])=[CH:23][CH:22]=2)=[N:6][CH:7]=[C:8](B2OC(C)(C)C(C)(C)O2)[CH:9]=1)[CH3:2].Br[C:30]1[CH:35]=[CH:34][C:33]([CH2:36][C:37]([NH:39][C:40]2[CH:45]=[CH:44][C:43]([CH2:46][N:47]([CH3:49])[CH3:48])=[C:42]([C:50]([F:53])([F:52])[F:51])[CH:41]=2)=[O:38])=[C:32]([F:54])[CH:31]=1.C([O-])([O-])=O.[Cs+].[Cs+]. The catalyst is O1CCOCC1.O.C1C=CC(P(C2C=CC=CC=2)[C-]2C=CC=C2)=CC=1.C1C=CC(P(C2C=CC=CC=2)[C-]2C=CC=C2)=CC=1.Cl[Pd]Cl.[Fe+2]. The product is [CH3:48][N:47]([CH2:46][C:43]1[CH:44]=[CH:45][C:40]([NH:39][C:37](=[O:38])[CH2:36][C:33]2[CH:34]=[CH:35][C:30]([C:8]3[CH:7]=[N:6][C:5]([O:19][CH2:20][C:21]4[CH:22]=[CH:23][C:24]([O:27][CH3:28])=[CH:25][CH:26]=4)=[C:4]([O:3][CH2:1][CH3:2])[CH:9]=3)=[CH:31][C:32]=2[F:54])=[CH:41][C:42]=1[C:50]([F:51])([F:52])[F:53])[CH3:49]. The yield is 0.800. (8) The reactants are [CH3:1][N:2]1[C:8](=[O:9])[CH2:7][C:6]2[CH:10]=[CH:11][CH:12]=[CH:13][C:5]=2[CH:4]=[N:3]1.C[Si]([N-][Si](C)(C)C)(C)C.[K+].C1(C)C=CC=CC=1.C(C1C=C(C(C)C)C=C(C(C)C)C=1S([N:49]=[N+:50]=[N-:51])(=O)=O)(C)C.C(O)(=O)C. The catalyst is O1CCCC1.CCOC(C)=O. The product is [N:49]([CH:7]1[C:6]2[CH:10]=[CH:11][CH:12]=[CH:13][C:5]=2[CH:4]=[N:3][N:2]([CH3:1])[C:8]1=[O:9])=[N+:50]=[N-:51]. The yield is 0.750. (9) The reactants are [N:1]1[C:10]2[CH:9]=[CH:8][NH:7][C:6](=[O:11])[C:5]=2[CH:4]=[CH:3][CH:2]=1.O[C@@H:13]([CH3:18])[C:14]([O:16][CH3:17])=[O:15].C1(P(C2C=CC=CC=2)C2C=CC=CC=2)C=CC=CC=1.CCOC(/N=N/C(OCC)=O)=O. The catalyst is C1COCC1.CO.C(Cl)Cl. The product is [NH4+:1].[OH-:11].[O:11]=[C:6]1[N:7]([C@H:13]([CH3:18])[C:14]([O:16][CH3:17])=[O:15])[CH:8]=[CH:9][C:10]2[N:1]=[CH:2][CH:3]=[CH:4][C:5]1=2. The yield is 0.0100. (10) The reactants are [OH:1][C:2]1[CH:11]=[C:10]([O:12][CH3:13])[CH:9]=[C:8]2[C:3]=1[C:4](=[O:14])[NH:5][CH:6]=[N:7]2.C[Si]([N-][Si](C)(C)C)(C)C.[Li+].C1COCC1.[C:30]([O:36][CH2:37]Cl)(=[O:35])[C:31]([CH3:34])([CH3:33])[CH3:32]. The catalyst is CN(C=O)C. The product is [C:30]([O:36][CH2:37][N:5]1[C:4](=[O:14])[C:3]2[C:8](=[CH:9][C:10]([O:12][CH3:13])=[CH:11][C:2]=2[OH:1])[N:7]=[CH:6]1)(=[O:35])[C:31]([CH3:34])([CH3:33])[CH3:32]. The yield is 0.810.